This data is from Reaction yield outcomes from USPTO patents with 853,638 reactions. The task is: Predict the reaction yield, written as a fraction of the theoretical maximum amount of product (1.0 means a 100% yield; for example, 0.34 means a 34% yield). (1) The reactants are [CH3:1][N:2]([CH3:13])[CH2:3][CH2:4][CH2:5][CH2:6][CH2:7][CH2:8][CH2:9][CH2:10][CH2:11][CH3:12].[CH:14]([C:16]1[CH:23]=[CH:22][C:19]([CH2:20][Cl:21])=[CH:18][CH:17]=1)=[CH2:15]. The catalyst is CCOCC. The product is [Cl-:21].[CH:14]([C:16]1[CH:23]=[CH:22][C:19]([CH2:20][N+:2]([CH2:3][CH2:4][CH2:5][CH2:6][CH2:7][CH2:8][CH2:9][CH2:10][CH2:11][CH3:12])([CH3:1])[CH3:13])=[CH:18][CH:17]=1)=[CH2:15]. The yield is 0.170. (2) The reactants are [CH3:1][O:2][CH2:3][CH:4]([CH3:37])[O:5][C:6]1[CH:7]=[C:8]([O:26][C:27]2[CH:32]=[CH:31][C:30]([S:33]([CH3:36])(=[O:35])=[O:34])=[CH:29][CH:28]=2)[CH:9]=[C:10]2[C:14]=1[NH:13][C:12]([C:15]1[S:16][CH:17]([CH2:20][C:21]([O:23]CC)=[O:22])[CH2:18][N:19]=1)=[CH:11]2.O1CCCC1.[OH-].[Na+]. The catalyst is C(O)C. The product is [CH3:1][O:2][CH2:3][CH:4]([CH3:37])[O:5][C:6]1[CH:7]=[C:8]([O:26][C:27]2[CH:32]=[CH:31][C:30]([S:33]([CH3:36])(=[O:35])=[O:34])=[CH:29][CH:28]=2)[CH:9]=[C:10]2[C:14]=1[NH:13][C:12]([C:15]1[S:16][CH:17]([CH2:20][C:21]([OH:23])=[O:22])[CH2:18][N:19]=1)=[CH:11]2. The yield is 0.430. (3) The catalyst is C1COCC1.CC([O-])=O.CC([O-])=O.[Pd+2]. The reactants are C1(P(C2CCCCC2)C2C=CC=CC=2C2C=CC=CC=2N(C)C)CCCCC1.[O-]P([O-])([O-])=O.[K+].[K+].[K+].Br[C:38]1[CH:43]=[CH:42][C:41]([O:44][CH3:45])=[C:40]([N+:46]([O-:48])=[O:47])[CH:39]=1.[CH3:49][N:50]1[CH2:55][CH2:54][NH:53][CH2:52][CH2:51]1. The yield is 0.550. The product is [CH3:45][O:44][C:41]1[CH:42]=[CH:43][C:38]([N:53]2[CH2:54][CH2:55][N:50]([CH3:49])[CH2:51][CH2:52]2)=[CH:39][C:40]=1[N+:46]([O-:48])=[O:47]. (4) The reactants are [CH3:1][C:2]1([CH3:47])[C@@H:5]([C:6]([N:8]2[CH2:13][CH2:12][CH2:11][CH2:10][CH2:9]2)=[O:7])[CH2:4][C@H:3]1[NH:14][C:15]([C@:17]12[CH2:43][CH2:42][C@@H:41]([C:44]([CH3:46])=[CH2:45])[C@@H:18]1[C@@H:19]1[C@@:32]([CH3:35])([CH2:33][CH2:34]2)[C@@:31]2([CH3:36])[C@@H:22]([C@:23]3([CH3:40])[C@@H:28]([CH2:29][CH2:30]2)[C:27]([CH3:38])([CH3:37])[C@@H:26]([OH:39])[CH2:25][CH2:24]3)[CH2:21][CH2:20]1)=[O:16].[CH3:48][C:49]1([CH3:56])[CH2:54][C:53](=[O:55])[O:52][C:50]1=[O:51]. The catalyst is CN(C1C=CN=CC=1)C.N1C=CC=CC=1.CCOC(C)=O. The product is [CH3:1][C:2]1([CH3:47])[C@@H:5]([C:6]([N:8]2[CH2:9][CH2:10][CH2:11][CH2:12][CH2:13]2)=[O:7])[CH2:4][C@H:3]1[NH:14][C:15]([C@:17]12[CH2:43][CH2:42][C@@H:41]([C:44]([CH3:46])=[CH2:45])[C@@H:18]1[C@@H:19]1[C@@:32]([CH3:35])([CH2:33][CH2:34]2)[C@@:31]2([CH3:36])[C@@H:22]([C@:23]3([CH3:40])[C@@H:28]([CH2:29][CH2:30]2)[C:27]([CH3:37])([CH3:38])[C@@H:26]([O:39][C:53](=[O:55])[CH2:54][C:49]([CH3:56])([CH3:48])[C:50]([OH:52])=[O:51])[CH2:25][CH2:24]3)[CH2:21][CH2:20]1)=[O:16]. The yield is 0.396. (5) The yield is 0.750. The catalyst is C(OCC)(=O)C. The reactants are [Cl-].O[NH3+:3].[C:4](=[O:7])([O-])[OH:5].[Na+].CS(C)=O.[O:13]1[C:17]2([CH2:22][CH2:21][CH:20]([N:23]3[C:28](=[O:29])[C:27]([CH2:30][C:31]4[CH:36]=[CH:35][C:34]([C:37]5[C:38]([C:43]#[N:44])=[CH:39][CH:40]=[CH:41][CH:42]=5)=[CH:33][C:32]=4[F:45])=[C:26]([CH2:46][CH2:47][CH3:48])[N:25]4[N:49]=[C:50]([CH3:52])[N:51]=[C:24]34)[CH2:19][CH2:18]2)[O:16][CH2:15][CH2:14]1. The product is [O:16]1[C:17]2([CH2:22][CH2:21][CH:20]([N:23]3[C:28](=[O:29])[C:27]([CH2:30][C:31]4[CH:36]=[CH:35][C:34]([C:37]5[CH:42]=[CH:41][CH:40]=[CH:39][C:38]=5[C:43]5[NH:3][C:4](=[O:7])[O:5][N:44]=5)=[CH:33][C:32]=4[F:45])=[C:26]([CH2:46][CH2:47][CH3:48])[N:25]4[N:49]=[C:50]([CH3:52])[N:51]=[C:24]34)[CH2:19][CH2:18]2)[O:13][CH2:14][CH2:15]1. (6) The yield is 0.320. The catalyst is CN(C=O)C.CCOCC. The reactants are [C:1]([O:5][C:6]([N:8]1[CH2:13][CH2:12][C:11](=[O:14])[CH2:10][CH2:9]1)=[O:7])([CH3:4])([CH3:3])[CH3:2].Cl[Si:16]([CH3:19])([CH3:18])[CH3:17].CCN(CC)CC. The product is [C:1]([O:5][C:6]([N:8]1[CH2:9][CH:10]=[C:11]([O:14][Si:16]([CH3:19])([CH3:18])[CH3:17])[CH2:12][CH2:13]1)=[O:7])([CH3:4])([CH3:2])[CH3:3]. (7) The reactants are Br[C:2]1[CH:20]=[CH:19][C:5]([CH2:6][N:7]2[CH:11]=[C:10]([C:12]3[C:13]([NH2:18])=[N:14][CH:15]=[CH:16][CH:17]=3)[CH:9]=[N:8]2)=[CH:4][CH:3]=1.O1[CH2:26][CH2:25][O:24][CH2:23]C1.C(=O)([O-])[O-].[Cs+].[Cs+].[C:33]1(P(C2C=CC=CC=2)C2C=CC3C(=CC=CC=3)C=2C2C3C(=CC=CC=3)C=CC=2P(C2C=CC=CC=2)C2C=CC=CC=2)C=CC=C[CH:34]=1. The catalyst is C([O-])(=O)C.[Pd+2].C([O-])(=O)C.C(OCC)(=O)C.O. The product is [CH:26]1([CH2:25][O:24][CH2:23][C:2]2[CH:20]=[CH:19][C:5]([CH2:6][N:7]3[CH:11]=[C:10]([C:12]4[C:13]([NH2:18])=[N:14][CH:15]=[CH:16][CH:17]=4)[CH:9]=[N:8]3)=[CH:4][CH:3]=2)[CH2:34][CH2:33]1. The yield is 0.0660.